This data is from Full USPTO retrosynthesis dataset with 1.9M reactions from patents (1976-2016). The task is: Predict the reactants needed to synthesize the given product. (1) Given the product [F:36][C:17]1[CH:18]=[C:19]([C:22]2[CH:27]=[CH:26][CH:25]=[CH:24][C:23]=2[S:28](=[O:34])(=[O:35])[NH2:29])[CH:20]=[CH:21][C:16]=1[NH:15][C:14]([C:8]1([NH:7][C:6]([NH:60][C:57]2[CH:58]=[CH:59][C:54]([Cl:53])=[CH:55][CH:56]=2)=[O:5])[CH2:9][CH2:10][O:11][CH2:12][CH2:13]1)=[O:37], predict the reactants needed to synthesize it. The reactants are: C([O:5][C:6](=O)[NH:7][C:8]1([C:14](=[O:37])[NH:15][C:16]2[CH:21]=[CH:20][C:19]([C:22]3[CH:27]=[CH:26][CH:25]=[CH:24][C:23]=3[S:28](=[O:35])(=[O:34])[NH:29]C(C)(C)C)=[CH:18][C:17]=2[F:36])[CH2:13][CH2:12][O:11][CH2:10][CH2:9]1)(C)(C)C.C(O)(C(F)(F)F)=O.C(N(CC)CC)C.[Cl:53][C:54]1[CH:59]=[CH:58][C:57]([N:60]=C=O)=[CH:56][CH:55]=1. (2) Given the product [Br:7][C:8]1[CH:16]=[CH:15][C:11]2[O:12][CH2:13][O:14][C:10]=2[C:9]=1[C:17]([NH2:22])=[O:19], predict the reactants needed to synthesize it. The reactants are: C(Cl)(=O)C(Cl)=O.[Br:7][C:8]1[CH:16]=[CH:15][C:11]2[O:12][CH2:13][O:14][C:10]=2[C:9]=1[C:17]([OH:19])=O.CC[N:22](CC)CC. (3) Given the product [CH2:1]([O:8][CH2:9][CH:10]1[CH2:14][C@@H:13]([NH:15][C:16]([C:18]2[NH:19][C:20]3[C:25]([CH:26]=2)=[CH:24][C:23]([Cl:27])=[CH:22][CH:21]=3)=[O:17])[C@H:12]([NH:28][C:39]([C:37]2[S:38][C:32]3[CH2:31][N:30]([CH3:29])[CH2:35][CH2:34][C:33]=3[N:36]=2)=[O:40])[CH2:11]1)[C:2]1[CH:7]=[CH:6][CH:5]=[CH:4][CH:3]=1, predict the reactants needed to synthesize it. The reactants are: [CH2:1]([O:8][CH2:9][CH:10]1[CH2:14][C@@H:13]([NH:15][C:16]([C:18]2[NH:19][C:20]3[C:25]([CH:26]=2)=[CH:24][C:23]([Cl:27])=[CH:22][CH:21]=3)=[O:17])[C@H:12]([NH2:28])[CH2:11]1)[C:2]1[CH:7]=[CH:6][CH:5]=[CH:4][CH:3]=1.[CH3:29][N:30]1[CH2:35][CH2:34][C:33]2[N:36]=[C:37]([C:39]([O-])=[O:40])[S:38][C:32]=2[CH2:31]1.[Li+].O.ON1C2C=CC=CC=2N=N1.Cl.CN(C)CCCN=C=NCC. (4) Given the product [CH3:27][C:28]1[CH:29]=[CH:30][C:31]([N:37]2[N:41]=[CH:40][CH:39]=[N:38]2)=[C:32]([C:33]([N:13]2[CH2:14][CH2:15][C@H:16]([CH3:17])[C@H:12]2[C:10]2[NH:9][C:8]3[C:3]([CH3:2])=[CH:4][CH:5]=[CH:6][C:7]=3[N:11]=2)=[O:34])[CH:36]=1, predict the reactants needed to synthesize it. The reactants are: Cl.[CH3:2][C:3]1[C:8]2[NH:9][C:10]([C@@H:12]3[C@@H:16]([CH3:17])[CH2:15][CH2:14][NH:13]3)=[N:11][C:7]=2[CH:6]=[CH:5][CH:4]=1.CCN(C(C)C)C(C)C.[CH3:27][C:28]1[CH:29]=[CH:30][C:31]([N:37]2[N:41]=[CH:40][CH:39]=[N:38]2)=[C:32]([CH:36]=1)[C:33](O)=[O:34].CN(C(ON1N=NC2C=CC=NC1=2)=[N+](C)C)C.F[P-](F)(F)(F)(F)F.